This data is from Reaction yield outcomes from USPTO patents with 853,638 reactions. The task is: Predict the reaction yield, written as a fraction of the theoretical maximum amount of product (1.0 means a 100% yield; for example, 0.34 means a 34% yield). (1) The reactants are Br[C:2]1[CH:9]=[C:8]([N:10]2[C:18]3[CH2:17][C:16]([CH3:20])([CH3:19])[CH2:15][C:14](=[O:21])[C:13]=3[C:12]([C:22]([F:25])([F:24])[F:23])=[N:11]2)[CH:7]=[CH:6][C:3]=1[C:4]#[N:5].[C:26]([N:33]1[CH2:37][CH2:36][C@H:35]([NH2:38])[CH2:34]1)([O:28][C:29]([CH3:32])([CH3:31])[CH3:30])=[O:27].CC([O-])(C)C.[Na+]. The catalyst is C1(C)C=CC=CC=1.C1C=CC(P(C2C=CC=CC=2)[C-]2C=CC=C2)=CC=1.C1C=CC(P(C2C=CC=CC=2)[C-]2C=CC=C2)=CC=1.[Fe+2]. The product is [C:29]([O:28][C:26]([N:33]1[CH2:37][CH2:36][C@H:35]([NH:38][C:2]2[CH:9]=[C:8]([N:10]3[C:18]4[CH2:17][C:16]([CH3:20])([CH3:19])[CH2:15][C:14](=[O:21])[C:13]=4[C:12]([C:22]([F:24])([F:25])[F:23])=[N:11]3)[CH:7]=[CH:6][C:3]=2[C:4]#[N:5])[CH2:34]1)=[O:27])([CH3:32])([CH3:30])[CH3:31]. The yield is 0.430. (2) The reactants are [F:1][C:2]([F:7])([F:6])[CH2:3][CH2:4][OH:5].[H-].[Na+].Br[CH2:11][C:12]1[CH:21]=[CH:20][C:15]([C:16]([O:18][CH3:19])=[O:17])=[CH:14][CH:13]=1.O. The catalyst is O1CCCC1.[I-].C([N+](CCCC)(CCCC)CCCC)CCC. The product is [F:1][C:2]([F:7])([F:6])[CH2:3][CH2:4][O:5][CH2:11][C:12]1[CH:21]=[CH:20][C:15]([C:16]([O:18][CH3:19])=[O:17])=[CH:14][CH:13]=1. The yield is 0.730. (3) The yield is 0.180. The reactants are [OH:1][C:2]1[C:3]2[CH2:23][N:22]([C:24](=[O:26])[CH3:25])[CH2:21][CH2:20][C:4]=2[N:5]=[C:6]([NH:8][C:9]2[CH:14]=[CH:13][C:12]([C:15]3[O:19][CH:18]=[N:17][CH:16]=3)=[CH:11][CH:10]=2)[N:7]=1.N12CCCN=C1CCCCC2.C1C=CC(N([S:45]([C:48]([F:51])([F:50])[F:49])(=[O:47])=[O:46])[S:45]([C:48]([F:51])([F:50])[F:49])(=[O:47])=[O:46])=CC=1. The catalyst is ClCCl.CN(C)C1C=CN=CC=1. The product is [F:49][C:48]([F:51])([F:50])[S:45]([O:1][C:2]1[C:3]2[CH2:23][N:22]([C:24](=[O:26])[CH3:25])[CH2:21][CH2:20][C:4]=2[N:5]=[C:6]([NH:8][C:9]2[CH:14]=[CH:13][C:12]([C:15]3[O:19][CH:18]=[N:17][CH:16]=3)=[CH:11][CH:10]=2)[N:7]=1)(=[O:47])=[O:46]. (4) The reactants are [CH3:1][O:2][C:3](=[O:21])[C:4]1[CH:9]=[CH:8][C:7]([N+:10]([O-])=O)=[C:6]([O:13][CH2:14][C:15]2[CH:16]=[N:17][CH:18]=[CH:19][CH:20]=2)[CH:5]=1. The catalyst is CO.[Cl-].[NH4+].C(OCC)(=O)C.[Zn]. The product is [CH3:1][O:2][C:3](=[O:21])[C:4]1[CH:9]=[CH:8][C:7]([NH2:10])=[C:6]([O:13][CH2:14][C:15]2[CH:16]=[N:17][CH:18]=[CH:19][CH:20]=2)[CH:5]=1. The yield is 0.970. (5) The reactants are [CH3:1][N:2]1[CH:7]=[C:6]([CH2:8][C:9]2[CH:10]=[N:11][CH:12]=[N:13][CH:14]=2)[C:5](=[O:15])[N:4]=[C:3]1SC.[Cl:18][C:19]1[CH:35]=[CH:34][C:22]([O:23][C:24]2[CH:29]=[CH:28][C:27]([CH2:30][CH2:31][NH:32][CH3:33])=[CH:26][CH:25]=2)=[CH:21][C:20]=1[C:36]([F:39])([F:38])[F:37]. The catalyst is C(O)C. The product is [Cl:18][C:19]1[CH:35]=[CH:34][C:22]([O:23][C:24]2[CH:29]=[CH:28][C:27]([CH2:30][CH2:31][N:32]([CH3:33])[C:3]3[N:2]([CH3:1])[CH:7]=[C:6]([CH2:8][C:9]4[CH:10]=[N:11][CH:12]=[N:13][CH:14]=4)[C:5](=[O:15])[N:4]=3)=[CH:26][CH:25]=2)=[CH:21][C:20]=1[C:36]([F:37])([F:38])[F:39]. The yield is 0.289.